The task is: Regression/Classification. Given a drug SMILES string, predict its absorption, distribution, metabolism, or excretion properties. Task type varies by dataset: regression for continuous measurements (e.g., permeability, clearance, half-life) or binary classification for categorical outcomes (e.g., BBB penetration, CYP inhibition). Dataset: cyp2c19_veith.. This data is from CYP2C19 inhibition data for predicting drug metabolism from PubChem BioAssay. (1) The molecule is CCOC(=O)C(NC(C)=O)C(=O)O. The result is 0 (non-inhibitor). (2) The molecule is O=C(NOC(=O)c1cc(Br)ccc1Cl)c1cccs1. The result is 0 (non-inhibitor). (3) The drug is CN=c1nc(-c2ccccc2)n(-c2ccccc2)s1. The result is 1 (inhibitor). (4) The drug is COc1cc([C@@H](O)CO)ccc1OS(=O)(=O)[O-].[K+]. The result is 0 (non-inhibitor).